This data is from Forward reaction prediction with 1.9M reactions from USPTO patents (1976-2016). The task is: Predict the product of the given reaction. (1) Given the reactants Cl.[CH2:2]([O:9][C:10]1[CH:16]=[CH:15][C:13]([NH2:14])=[CH:12][CH:11]=1)[C:3]1[CH:8]=[CH:7][CH:6]=[CH:5][CH:4]=1.[F:17][C:18]1[CH:23]=[CH:22][C:21](Br)=[CH:20][CH:19]=1.C1C=CC(P(C2C(C3C(P(C4C=CC=CC=4)C4C=CC=CC=4)=CC=C4C=3C=CC=C4)=C3C(C=CC=C3)=CC=2)C2C=CC=CC=2)=CC=1.C([O-])([O-])=O.[Cs+].[Cs+], predict the reaction product. The product is: [CH2:2]([O:9][C:10]1[CH:11]=[CH:12][C:13]([NH:14][C:21]2[CH:22]=[CH:23][C:18]([F:17])=[CH:19][CH:20]=2)=[CH:15][CH:16]=1)[C:3]1[CH:4]=[CH:5][CH:6]=[CH:7][CH:8]=1. (2) Given the reactants CC(C)=O.[CH3:5][C:6]1[C:10]2[CH:11]=[C:12]([OH:15])[CH:13]=[CH:14][C:9]=2[S:8][CH:7]=1.C(=O)([O-])[O-].[Cs+].[Cs+].Br[CH2:23][CH2:24][Cl:25], predict the reaction product. The product is: [Cl:25][CH2:24][CH2:23][O:15][C:12]1[CH:13]=[CH:14][C:9]2[S:8][CH:7]=[C:6]([CH3:5])[C:10]=2[CH:11]=1. (3) Given the reactants [H-].[Al+3].[Li+].[H-].[H-].[H-].[F:7][C:8]1([F:19])[CH2:13][CH2:12][CH:11]([C:14](OCC)=[O:15])[CH2:10][CH2:9]1.[OH-].[Na+].S([O-])([O-])(=O)=O.[Na+].[Na+], predict the reaction product. The product is: [F:7][C:8]1([F:19])[CH2:13][CH2:12][CH:11]([CH2:14][OH:15])[CH2:10][CH2:9]1. (4) Given the reactants Br[C:2]1[CH:7]=[CH:6][C:5]([N:8]2[C:12](=[O:13])[NH:11][N:10]=[C:9]2[CH2:14][C@@H:15]2[CH2:19][CH2:18][N:17]([C:20]([NH:22][CH2:23][CH3:24])=[O:21])[CH2:16]2)=[C:4]([F:25])[CH:3]=1.CC1(C)C(C)(C)OB([C:34]2[CH:43]=[C:42]3[C:37]([CH:38]=[CH:39][CH:40]=[N:41]3)=[CH:36][CH:35]=2)O1.C(=O)([O-])[O-].[K+].[K+], predict the reaction product. The product is: [CH2:23]([NH:22][C:20]([N:17]1[CH2:18][CH2:19][C@@H:15]([CH2:14][C:9]2[N:8]([C:5]3[CH:6]=[CH:7][C:2]([C:34]4[CH:43]=[C:42]5[C:37]([CH:38]=[CH:39][CH:40]=[N:41]5)=[CH:36][CH:35]=4)=[CH:3][C:4]=3[F:25])[C:12](=[O:13])[NH:11][N:10]=2)[CH2:16]1)=[O:21])[CH3:24]. (5) Given the reactants [CH3:1][C:2]([NH:15][C:16](=[O:21])[C:17]([F:20])([F:19])[F:18])([CH3:14])[CH2:3][C:4]1[CH:9]=[CH:8][C:7]([S:10](Cl)(=[O:12])=[O:11])=[CH:6][CH:5]=1.[CH3:22][O:23][C:24]1[CH:29]=[CH:28][CH:27]=[CH:26][CH:25]=1.Cl[Al](Cl)Cl.O, predict the reaction product. The product is: [F:18][C:17]([F:20])([F:19])[C:16]([NH:15][C:2]([CH3:14])([CH3:1])[CH2:3][C:4]1[CH:9]=[CH:8][C:7]([S:10]([C:27]2[CH:28]=[CH:29][C:24]([O:23][CH3:22])=[CH:25][CH:26]=2)(=[O:12])=[O:11])=[CH:6][CH:5]=1)=[O:21]. (6) Given the reactants [CH2:1]([C@H:3]1[O:8][C@:7]([C@@H:10]2[CH2:14][S:13][C:12](=[O:15])[N:11]2[CH2:16][C:17]2[CH:22]=[CH:21][C:20]([O:23][CH3:24])=[CH:19][CH:18]=2)([OH:9])[CH2:6][C@H:5]([OH:25])[CH2:4]1)[CH3:2].O[C@:27]1([C@@H]2CSC(=O)N2CC2C=CC(OC)=CC=2)C[C@@H](O)C[C@@H](CCCC=C)O1, predict the reaction product. The product is: [CH2:1]([C@H:3]1[O:8][C@:7]([C@@H:10]2[CH2:14][S:13][C:12](=[O:15])[N:11]2[CH2:16][C:17]2[CH:18]=[CH:19][C:20]([O:23][CH3:24])=[CH:21][CH:22]=2)([O:9][CH3:27])[CH2:6][C@H:5]([OH:25])[CH2:4]1)[CH3:2]. (7) Given the reactants FC1C=CC(CN(CCO)C(C2C(OCC3C=CC(OC)=CC=3)=C(OCC3C=CC(OC)=CC=3)[N:13]=[C:12]([C:36]3[CH:41]=[CH:40][C:39](C)=[CH:38][CH:37]=3)N=2)=O)=CC=1.[CH3:48][C:49](O)=O.[CH3:52]CO, predict the reaction product. The product is: [CH3:52][CH2:49][CH2:48][CH2:37][CH2:38][CH2:39][CH2:40][CH2:41][CH2:36][CH2:12][NH2:13].